From a dataset of Reaction yield outcomes from USPTO patents with 853,638 reactions. Predict the reaction yield, written as a fraction of the theoretical maximum amount of product (1.0 means a 100% yield; for example, 0.34 means a 34% yield). (1) The reactants are [CH3:1][N:2]1[CH2:7][CH2:6][CH:5]([NH:8][C:9]2[CH:14]=[CH:13][CH:12]=[C:11]([N+:15]([O-])=O)[CH:10]=2)[CH2:4][CH2:3]1. The catalyst is [Pd].CO. The product is [CH3:1][N:2]1[CH2:3][CH2:4][CH:5]([NH:8][C:9]2[CH:14]=[CH:13][CH:12]=[C:11]([NH2:15])[CH:10]=2)[CH2:6][CH2:7]1. The yield is 1.00. (2) The reactants are [CH2:1]([O:3][C:4](=[O:18])[C:5]1[CH:10]=[C:9]([CH3:11])[C:8]([N+:12]([O-:14])=[O:13])=[CH:7][C:6]=1[N+:15]([O-:17])=[O:16])[CH3:2].CO[CH:21]([N:24]([CH3:26])[CH3:25])OC. The catalyst is CN(C=O)C. The product is [CH2:1]([O:3][C:4](=[O:18])[C:5]1[CH:10]=[C:9]([CH:11]=[CH:21][N:24]([CH3:26])[CH3:25])[C:8]([N+:12]([O-:14])=[O:13])=[CH:7][C:6]=1[N+:15]([O-:17])=[O:16])[CH3:2]. The yield is 0.280. (3) The reactants are [H-].[CH:2]1(/[CH:8]=[C:9](\[CH3:13])/[C:10](=[O:12])[CH3:11])[CH2:7][CH2:6][CH:5]=[CH:4][CH2:3]1.[H-].[Al+3].[Li+].[H-].[H-].[H-]. The catalyst is CCOCC. The product is [CH:2]1(/[CH:8]=[C:9](\[CH3:13])/[CH:10]([OH:12])[CH3:11])[CH2:7][CH2:6][CH:5]=[CH:4][CH2:3]1. The yield is 0.970. (4) The reactants are [Br:1][C:2]1[CH:7]=[CH:6][C:5]([C:8]([CH3:13])([CH2:11][OH:12])[CH2:9]O)=[CH:4][CH:3]=1.C1(P(C2C=CC=CC=2)C2C=CC=CC=2)C=CC=CC=1.N(C(OC(C)C)=O)=NC(OC(C)C)=O. The catalyst is C1(C)C=CC=CC=1. The product is [Br:1][C:2]1[CH:7]=[CH:6][C:5]([C:8]2([CH3:13])[CH2:11][O:12][CH2:9]2)=[CH:4][CH:3]=1. The yield is 0.420. (5) The reactants are [CH2:1]([C:3]([NH:8][C:9]([NH:11]C(=O)C1C=CC=CC=1)=[S:10])([CH2:6][OH:7])[CH2:4][CH3:5])[CH3:2].[Li+].[OH-]. The catalyst is O1CCCC1.CO.O. The product is [CH2:1]([C:3]([NH:8][C:9]([NH2:11])=[S:10])([CH2:6][OH:7])[CH2:4][CH3:5])[CH3:2]. The yield is 0.680. (6) The reactants are [CH3:1][O:2][C:3]1[C:4]([N+:26]([O-:28])=[O:27])=[C:5]2[C:14](=[CH:15][CH:16]=1)[CH:13](O)[CH:12]([C:18]1[CH:23]=[CH:22][C:21]([O:24][CH3:25])=[CH:20][CH:19]=1)[CH:11]1[CH:6]2[CH2:7][CH2:8][CH2:9][CH2:10]1.C1(C)C=CC(S(O)(=O)=O)=CC=1.C1(C)C=CC=CC=1. The catalyst is C(OCC)(=O)C. The product is [CH3:1][O:2][C:3]1[C:4]([N+:26]([O-:28])=[O:27])=[C:5]2[C:14](=[CH:15][CH:16]=1)[CH:13]=[C:12]([C:18]1[CH:19]=[CH:20][C:21]([O:24][CH3:25])=[CH:22][CH:23]=1)[CH:11]1[CH:6]2[CH2:7][CH2:8][CH2:9][CH2:10]1. The yield is 0.680. (7) The reactants are [O:1]1[C:5]2[CH:6]=[CH:7][CH:8]=[CH:9][C:4]=2[CH:3]=[C:2]1[C:10]([NH:12][C@H:13]([C:24]([O:26]C)=[O:25])[CH2:14][C:15]1[C:23]2[C:18](=[CH:19][CH:20]=[CH:21][CH:22]=2)[NH:17][CH:16]=1)=[O:11].[OH-].[Na+]. The catalyst is CO. The product is [O:1]1[C:5]2[CH:6]=[CH:7][CH:8]=[CH:9][C:4]=2[CH:3]=[C:2]1[C:10]([NH:12][C@H:13]([C:24]([OH:26])=[O:25])[CH2:14][C:15]1[C:23]2[C:18](=[CH:19][CH:20]=[CH:21][CH:22]=2)[NH:17][CH:16]=1)=[O:11]. The yield is 0.690.